From a dataset of Full USPTO retrosynthesis dataset with 1.9M reactions from patents (1976-2016). Predict the reactants needed to synthesize the given product. Given the product [OH:37][CH:36]([C:38]1[CH:39]=[CH:40][C:41]([N+:44]([O-:46])=[O:45])=[CH:42][CH:43]=1)[CH2:35][NH:34][C:16]([C@@H:9]1[CH2:10][C:11](=[N:13][O:14][CH3:15])[CH2:12][N:8]1[C:6](=[O:7])[C:28]1[CH:27]=[CH:26][C:25]([C:20]2[CH:21]=[CH:22][CH:23]=[CH:24][N:19]=2)=[CH:33][CH:32]=1)=[O:18], predict the reactants needed to synthesize it. The reactants are: C(O[C:6]([N:8]1[CH2:12][C:11](=[N:13][O:14][CH3:15])[CH2:10][C@H:9]1[C:16]([OH:18])=O)=[O:7])(C)(C)C.[N:19]1[CH:24]=[CH:23][CH:22]=[CH:21][C:20]=1[C:25]1[CH:33]=[CH:32][C:28](C(O)=O)=[CH:27][CH:26]=1.[NH2:34][CH2:35][CH:36]([C:38]1[CH:43]=[CH:42][C:41]([N+:44]([O-:46])=[O:45])=[CH:40][CH:39]=1)[OH:37].